Dataset: Forward reaction prediction with 1.9M reactions from USPTO patents (1976-2016). Task: Predict the product of the given reaction. (1) Given the reactants [H-].[Na+].[O:3]=[C:4]([CH3:11])[CH2:5][C:6]([O:8][CH2:9][CH3:10])=[O:7].Br[CH2:13][C:14]1[CH:19]=[CH:18][C:17]([Cl:20])=[C:16]([O:21][C:22]([F:25])([F:24])[F:23])[CH:15]=1.[NH4+].[Cl-], predict the reaction product. The product is: [Cl:20][C:17]1[CH:18]=[CH:19][C:14]([CH2:13][CH:5]([C:4](=[O:3])[CH3:11])[C:6]([O:8][CH2:9][CH3:10])=[O:7])=[CH:15][C:16]=1[O:21][C:22]([F:23])([F:25])[F:24]. (2) Given the reactants Cl.[CH2:2]([NH2:7])[CH2:3][CH2:4][C:5]#[CH:6].[Cl:8][C:9]1[C:18]([N+:19]([O-:21])=[O:20])=[C:17](Cl)[C:16]2[C:11](=[CH:12][CH:13]=[CH:14][CH:15]=2)[N:10]=1.C(N(CC)CC)C, predict the reaction product. The product is: [Cl:8][C:9]1[C:18]([N+:19]([O-:21])=[O:20])=[C:17]([NH:7][CH2:2][CH2:3][CH2:4][C:5]#[CH:6])[C:16]2[C:11](=[CH:12][CH:13]=[CH:14][CH:15]=2)[N:10]=1. (3) Given the reactants I[C:2]1[CH:10]=[CH:9][C:8]([CH3:11])=[C:7]2[C:3]=1[CH:4]=[N:5][NH:6]2.C([O-])(=O)C.[K+].[B:17]1([B:17]2[O:21][C:20]([CH3:23])([CH3:22])[C:19]([CH3:25])([CH3:24])[O:18]2)[O:21][C:20]([CH3:23])([CH3:22])[C:19]([CH3:25])([CH3:24])[O:18]1, predict the reaction product. The product is: [CH3:11][C:8]1[CH:9]=[CH:10][C:2]([B:17]2[O:21][C:20]([CH3:23])([CH3:22])[C:19]([CH3:25])([CH3:24])[O:18]2)=[C:3]2[C:7]=1[NH:6][N:5]=[CH:4]2. (4) Given the reactants [NH2:1][C:2]1[CH:7]=[CH:6][C:5]([NH:8][C:9](=[O:15])[O:10][C:11]([CH3:14])([CH3:13])[CH3:12])=[CH:4][CH:3]=1.[C:16](Cl)(=[O:19])[CH:17]=[CH2:18], predict the reaction product. The product is: [C:16]([NH:1][C:2]1[CH:3]=[CH:4][C:5]([NH:8][C:9](=[O:15])[O:10][C:11]([CH3:12])([CH3:14])[CH3:13])=[CH:6][CH:7]=1)(=[O:19])[CH:17]=[CH2:18].